The task is: Predict the product of the given reaction.. This data is from Forward reaction prediction with 1.9M reactions from USPTO patents (1976-2016). (1) The product is: [CH3:11][C:3]1[CH:4]=[C:5]([CH:9]=[CH:10][C:2]=1[C:14]1[CH:13]=[C:12]([CH3:21])[CH:17]=[CH:16][CH:15]=1)[C:6]([OH:8])=[O:7]. Given the reactants Br[C:2]1[CH:10]=[CH:9][C:5]([C:6]([OH:8])=[O:7])=[CH:4][C:3]=1[CH3:11].[C:12]1([CH3:21])[CH:17]=[CH:16][CH:15]=[C:14](B(O)O)[CH:13]=1, predict the reaction product. (2) Given the reactants C[C@H:2]1[C@H:7]([C:8]([O:10]C)=[O:9])[CH2:6][CH2:5][CH2:4][N:3]1[C:12]([O:14][CH2:15][C:16]1[CH:21]=[CH:20][CH:19]=[CH:18][CH:17]=1)=[O:13].O.[OH-].[Li+].Cl.[CH2:26]1COCC1, predict the reaction product. The product is: [CH2:15]([O:14][C:12]([N:3]1[CH2:4][CH2:5][C@H:6]([CH3:26])[C@H:7]([C:8]([OH:10])=[O:9])[CH2:2]1)=[O:13])[C:16]1[CH:17]=[CH:18][CH:19]=[CH:20][CH:21]=1. (3) Given the reactants [S:1]1[CH2:5][CH2:4][CH2:3][CH2:2]1.[Br:6][CH2:7][C:8]([O:10][CH2:11][CH3:12])=[O:9], predict the reaction product. The product is: [Br-:6].[CH2:11]([O:10][C:8](=[O:9])[CH2:7][S+:1]1[CH2:5][CH2:4][CH2:3][CH2:2]1)[CH3:12]. (4) Given the reactants [Si]([O:8][C@H:9]1[C@H:14]([NH:15]C(=O)OC(C)(C)C)[CH2:13][CH2:12][N:11]([C:23]2[CH:28]=[C:27]([C:29]#[N:30])[CH:26]=[C:25]([NH:31][C:32]3[N:37]=[C:36]([N:38]([CH2:48][CH3:49])[CH2:39][C:40]4[CH:45]=[CH:44][C:43]([O:46][CH3:47])=[CH:42][CH:41]=4)[C:35]4=[N:50][CH:51]=[C:52]([C:53]#[N:54])[N:34]4[N:33]=3)[C:24]=2[Cl:55])[CH2:10]1)(C(C)(C)C)(C)C, predict the reaction product. The product is: [NH2:15][C@@H:14]1[CH2:13][CH2:12][N:11]([C:23]2[C:24]([Cl:55])=[C:25]([NH:31][C:32]3[N:37]=[C:36]([N:38]([CH2:48][CH3:49])[CH2:39][C:40]4[CH:41]=[CH:42][C:43]([O:46][CH3:47])=[CH:44][CH:45]=4)[C:35]4=[N:50][CH:51]=[C:52]([C:53]#[N:54])[N:34]4[N:33]=3)[CH:26]=[C:27]([C:29]#[N:30])[CH:28]=2)[CH2:10][C@H:9]1[OH:8]. (5) Given the reactants [CH3:1][C:2]1[CH:3]=[CH:4][C:5]([C:8]2[CH:9]=[C:10]([C:21]([O:23][CH3:24])=[O:22])[CH:11]=[C:12]([CH:20]=2)[C:13]([O:15]C(C)(C)C)=[O:14])=[N:6][CH:7]=1.[F:25][C:26]([F:31])([F:30])[C:27]([OH:29])=[O:28], predict the reaction product. The product is: [C:27]([OH:29])([C:26]([F:31])([F:30])[F:25])=[O:28].[CH3:24][O:23][C:21]([C:10]1[CH:11]=[C:12]([CH:20]=[C:8]([C:5]2[CH:4]=[CH:3][C:2]([CH3:1])=[CH:7][N:6]=2)[CH:9]=1)[C:13]([OH:15])=[O:14])=[O:22]. (6) Given the reactants [CH2:1]([O:3][C:4]([C:6]1([C:11]([O:13][CH2:14][CH3:15])=[O:12])[CH2:9][CH:8]([OH:10])[CH2:7]1)=[O:5])[CH3:2].CC(OI1(OC(C)=O)(OC(C)=O)OC(=O)C2C=CC=CC1=2)=O, predict the reaction product. The product is: [CH2:14]([O:13][C:11]([C:6]1([C:4]([O:3][CH2:1][CH3:2])=[O:5])[CH2:9][C:8](=[O:10])[CH2:7]1)=[O:12])[CH3:15]. (7) The product is: [CH3:13][C:14]1([CH3:20])[C:18](=[O:19])[CH2:17][CH:16]([C:7]2[CH:8]=[CH:9][C:4]([C:2]#[N:3])=[CH:5][CH:6]=2)[CH2:15]1. Given the reactants [Cl-].[C:2]([C:4]1[CH:9]=[CH:8][C:7](B(O)O)=[CH:6][CH:5]=1)#[N:3].[CH3:13][C:14]1([CH3:20])[C:18](=[O:19])[CH:17]=[CH:16][CH2:15]1.C(=O)([O-])[O-].[K+].[K+], predict the reaction product. (8) The product is: [C:32]([C:34]1[C:35]([N:47]2[CH2:52][CH2:51][CH:50]([C:53]([NH:67][S:64]([CH2:63][C:59]3[CH:60]=[CH:61][CH:62]=[C:57]([F:56])[CH:58]=3)(=[O:66])=[O:65])=[O:55])[CH2:49][CH2:48]2)=[N:36][C:37]([CH3:46])=[C:38]([CH:39]=1)[C:40]([O:42][CH:43]([CH3:44])[CH3:45])=[O:41])#[N:33]. Given the reactants CN(C(ON1N=NC2C=CC=CC1=2)=[N+](C)C)C.[B-](F)(F)(F)F.CCN(C(C)C)C(C)C.[C:32]([C:34]1[C:35]([N:47]2[CH2:52][CH2:51][CH:50]([C:53]([OH:55])=O)[CH2:49][CH2:48]2)=[N:36][C:37]([CH3:46])=[C:38]([C:40]([O:42][CH:43]([CH3:45])[CH3:44])=[O:41])[CH:39]=1)#[N:33].[F:56][C:57]1[CH:58]=[C:59]([CH2:63][S:64]([NH2:67])(=[O:66])=[O:65])[CH:60]=[CH:61][CH:62]=1.C([O-])(O)=O.[Na+], predict the reaction product. (9) Given the reactants [F:1][C:2]1[CH:7]=[CH:6][C:5]([Mg]Br)=[CH:4][CH:3]=1.[Cl:10][C:11]1[CH:16]=[CH:15][CH:14]=[C:13]([F:17])[C:12]=1[CH2:18][C:19](N(OC)C)=[O:20], predict the reaction product. The product is: [Cl:10][C:11]1[CH:16]=[CH:15][CH:14]=[C:13]([F:17])[C:12]=1[CH2:18][C:19]([C:5]1[CH:6]=[CH:7][C:2]([F:1])=[CH:3][CH:4]=1)=[O:20]. (10) Given the reactants Cl[C:2]1[N:7]=[C:6]([C:8]2[N:13]=[C:12]([NH:14][C@@H:15]([CH:17]3[CH2:19][CH2:18]3)[CH3:16])[N:11]=[C:10]([NH:20][C@@H:21]([CH:23]3[CH2:25][CH2:24]3)[CH3:22])[N:9]=2)[CH:5]=[CH:4][CH:3]=1, predict the reaction product. The product is: [CH:23]1([C@H:21]([NH:20][C:10]2[N:11]=[C:12]([NH:14][C@@H:15]([CH:17]3[CH2:19][CH2:18]3)[CH3:16])[N:13]=[C:8]([C:6]3[CH:5]=[CH:4][CH:3]=[CH:2][N:7]=3)[N:9]=2)[CH3:22])[CH2:24][CH2:25]1.